This data is from Forward reaction prediction with 1.9M reactions from USPTO patents (1976-2016). The task is: Predict the product of the given reaction. Given the reactants [CH3:1][C:2]1([CH3:18])[C:6]([CH3:8])([CH3:7])[O:5][B:4]([C:9]2[CH:17]=[C:16]3[C:12](C=NN3)=[CH:11][CH:10]=2)[O:3]1.BrC1C=CC2[N:24]=[CH:25][O:26]C=2C=1.CC1(C)C(C)(C)OB(B2OC(C)(C)C(C)(C)O2)O1, predict the reaction product. The product is: [CH3:18][C:2]1([CH3:1])[C:6]([CH3:7])([CH3:8])[O:5][B:4]([C:9]2[CH:10]=[CH:11][C:12]3[N:24]=[CH:25][O:26][C:16]=3[CH:17]=2)[O:3]1.